Dataset: Forward reaction prediction with 1.9M reactions from USPTO patents (1976-2016). Task: Predict the product of the given reaction. (1) Given the reactants [Cl:1][C:2]1[C:3]([C:16]#[C:17][Si:18]([CH3:21])([CH3:20])[CH3:19])=[C:4]([N+:13]([O-:15])=[O:14])[C:5](O)=[C:6]([CH:11]=1)[C:7]([O:9][CH3:10])=[O:8].C(N(CC)CC)C.FC(F)(F)S(OS(C(F)(F)F)(=O)=O)(=O)=O.[O-]S(C(F)(F)F)(=O)=O.C(=O)(O)[O-].[Na+].[F:57][C:58]1[CH:59]=[C:60](B(O)O)[CH:61]=[CH:62][CH:63]=1, predict the reaction product. The product is: [Cl:1][C:2]1[CH:11]=[C:6]([C:7]([O:9][CH3:10])=[O:8])[C:5]([C:62]2[CH:61]=[CH:60][CH:59]=[C:58]([F:57])[CH:63]=2)=[C:4]([N+:13]([O-:15])=[O:14])[C:3]=1[C:16]#[C:17][Si:18]([CH3:21])([CH3:20])[CH3:19]. (2) The product is: [Br:12][CH:9]([CH3:10])[C:8]([C:4]1[S:3][C:2]([CH3:1])=[N:6][C:5]=1[CH3:7])=[O:11]. Given the reactants [CH3:1][C:2]1[S:3][C:4]([C:8](=[O:11])[CH2:9][CH3:10])=[C:5]([CH3:7])[N:6]=1.[Br:12]Br, predict the reaction product. (3) Given the reactants [C:1]1([CH2:7][CH2:8][C:9]2[O:13][N:12]=[C:11]([C:14]([OH:16])=O)[CH:10]=2)[CH:6]=[CH:5][CH:4]=[CH:3][CH:2]=1.Cl.[O:18]1[CH2:22][CH2:21][CH:20]([CH2:23][NH2:24])[CH2:19]1.C(N(CC)CC)C.ON1C2C=CC=CC=2N=N1.Cl.C(N=C=NCCCN(C)C)C, predict the reaction product. The product is: [O:18]1[CH2:22][CH2:21][CH:20]([CH2:23][NH:24][C:14]([C:11]2[CH:10]=[C:9]([CH2:8][CH2:7][C:1]3[CH:2]=[CH:3][CH:4]=[CH:5][CH:6]=3)[O:13][N:12]=2)=[O:16])[CH2:19]1.